This data is from Reaction yield outcomes from USPTO patents with 853,638 reactions. The task is: Predict the reaction yield, written as a fraction of the theoretical maximum amount of product (1.0 means a 100% yield; for example, 0.34 means a 34% yield). (1) The reactants are [H-].[Al+3].[Li+].[H-].[H-].[H-].[CH2:7]([O:14][C:15]1[CH:24]=[C:18]2[C:19](=O)[NH:20][CH2:21][CH2:22][N:17]2[N:16]=1)[C:8]1[CH:13]=[CH:12][CH:11]=[CH:10][CH:9]=1. The catalyst is C1COCC1.CCOC(C)=O. The product is [CH2:7]([O:14][C:15]1[CH:24]=[C:18]2[CH2:19][NH:20][CH2:21][CH2:22][N:17]2[N:16]=1)[C:8]1[CH:9]=[CH:10][CH:11]=[CH:12][CH:13]=1. The yield is 0.970. (2) The reactants are C(Cl)(=O)C(Cl)=O.CS(C)=O.[F:11][C:12]([F:26])([F:25])[CH:13]([OH:24])[CH2:14][C:15]([CH3:23])([C:17]1[CH:22]=[CH:21][CH:20]=[CH:19][N:18]=1)[CH3:16].C(N(CC)CC)C. The catalyst is ClCCl. The product is [F:26][C:12]([F:11])([F:25])[C:13](=[O:24])[CH2:14][C:15]([CH3:16])([C:17]1[CH:22]=[CH:21][CH:20]=[CH:19][N:18]=1)[CH3:23]. The yield is 0.860.